From a dataset of NCI-60 drug combinations with 297,098 pairs across 59 cell lines. Regression. Given two drug SMILES strings and cell line genomic features, predict the synergy score measuring deviation from expected non-interaction effect. (1) Drug 1: CC=C1C(=O)NC(C(=O)OC2CC(=O)NC(C(=O)NC(CSSCCC=C2)C(=O)N1)C(C)C)C(C)C. Drug 2: CC1=C(N=C(N=C1N)C(CC(=O)N)NCC(C(=O)N)N)C(=O)NC(C(C2=CN=CN2)OC3C(C(C(C(O3)CO)O)O)OC4C(C(C(C(O4)CO)O)OC(=O)N)O)C(=O)NC(C)C(C(C)C(=O)NC(C(C)O)C(=O)NCCC5=NC(=CS5)C6=NC(=CS6)C(=O)NCCC[S+](C)C)O. Cell line: NCI/ADR-RES. Synergy scores: CSS=35.8, Synergy_ZIP=3.57, Synergy_Bliss=3.85, Synergy_Loewe=1.39, Synergy_HSA=2.12. (2) Drug 1: CNC(=O)C1=CC=CC=C1SC2=CC3=C(C=C2)C(=NN3)C=CC4=CC=CC=N4. Drug 2: C1C(C(OC1N2C=NC(=NC2=O)N)CO)O. Cell line: SW-620. Synergy scores: CSS=29.4, Synergy_ZIP=0.464, Synergy_Bliss=1.17, Synergy_Loewe=-6.94, Synergy_HSA=1.26. (3) Synergy scores: CSS=87.9, Synergy_ZIP=-2.12, Synergy_Bliss=-1.63, Synergy_Loewe=-1.14, Synergy_HSA=0.363. Drug 1: CN(CCCl)CCCl.Cl. Cell line: COLO 205. Drug 2: CC1C(C(CC(O1)OC2CC(CC3=C2C(=C4C(=C3O)C(=O)C5=C(C4=O)C(=CC=C5)OC)O)(C(=O)CO)O)N)O.Cl. (4) Drug 1: CC12CCC(CC1=CCC3C2CCC4(C3CC=C4C5=CN=CC=C5)C)O. Drug 2: CC1CCC2CC(C(=CC=CC=CC(CC(C(=O)C(C(C(=CC(C(=O)CC(OC(=O)C3CCCCN3C(=O)C(=O)C1(O2)O)C(C)CC4CCC(C(C4)OC)OCCO)C)C)O)OC)C)C)C)OC. Cell line: PC-3. Synergy scores: CSS=35.4, Synergy_ZIP=-1.13, Synergy_Bliss=2.96, Synergy_Loewe=-28.8, Synergy_HSA=5.05. (5) Drug 1: CNC(=O)C1=CC=CC=C1SC2=CC3=C(C=C2)C(=NN3)C=CC4=CC=CC=N4. Drug 2: CCC1(C2=C(COC1=O)C(=O)N3CC4=CC5=C(C=CC(=C5CN(C)C)O)N=C4C3=C2)O.Cl. Cell line: SF-268. Synergy scores: CSS=19.5, Synergy_ZIP=-3.79, Synergy_Bliss=0.465, Synergy_Loewe=-19.7, Synergy_HSA=-0.978. (6) Drug 1: CC1=C(C=C(C=C1)NC2=NC=CC(=N2)N(C)C3=CC4=NN(C(=C4C=C3)C)C)S(=O)(=O)N.Cl. Drug 2: COC1=C(C=C2C(=C1)N=CN=C2NC3=CC(=C(C=C3)F)Cl)OCCCN4CCOCC4. Cell line: UACC62. Synergy scores: CSS=18.6, Synergy_ZIP=10.3, Synergy_Bliss=12.7, Synergy_Loewe=5.50, Synergy_HSA=12.9.